From a dataset of Forward reaction prediction with 1.9M reactions from USPTO patents (1976-2016). Predict the product of the given reaction. (1) The product is: [C:1]([O:5][C:6](=[O:7])[NH:8][CH2:9][C:10]1[CH:11]=[CH:12][C:13]([C:14]([N:47]2[CH2:48][C:42]3([CH3:41])[CH2:49][CH:46]2[CH2:45][C:44]([CH3:51])([CH3:50])[CH2:43]3)=[O:16])=[CH:17][CH:18]=1)([CH3:2])([CH3:3])[CH3:4]. Given the reactants [C:1]([O:5][C:6]([NH:8][CH2:9][C:10]1[CH:18]=[CH:17][C:13]([C:14]([OH:16])=O)=[CH:12][CH:11]=1)=[O:7])([CH3:4])([CH3:3])[CH3:2].C1C=CC2N(O)N=NC=2C=1.CCN=C=NCCCN(C)C.Cl.[CH3:41][C:42]12[CH2:49][CH:46]([NH:47][CH2:48]1)[CH2:45][C:44]([CH3:51])([CH3:50])[CH2:43]2.CCN(C(C)C)C(C)C, predict the reaction product. (2) Given the reactants [ClH:1].Cl.[F:3][C:4]([F:41])([F:40])[C:5]1[CH:6]=[C:7]([CH:33]=[C:34]([C:36]([F:39])([F:38])[F:37])[CH:35]=1)[CH2:8][N:9]([CH3:32])[C:10]([C@@H:12]1[CH2:17][CH2:16][N:15]([CH:18]2[CH2:23][CH2:22][NH:21][CH2:20][CH2:19]2)[CH2:14][C@H:13]1[C:24]1[CH:29]=[CH:28][C:27]([F:30])=[CH:26][C:25]=1[CH3:31])=[O:11].[C:42](O)(=[O:46])[C:43]([NH2:45])=[O:44].Cl.C(OCC)(=O)C, predict the reaction product. The product is: [ClH:1].[NH2:45][C:43](=[O:44])[C:42]([N:21]1[CH2:20][CH2:19][CH:18]([N:15]2[CH2:16][CH2:17][C@@H:12]([C:10]([N:9]([CH2:8][C:7]3[CH:33]=[C:34]([C:36]([F:38])([F:39])[F:37])[CH:35]=[C:5]([C:4]([F:40])([F:3])[F:41])[CH:6]=3)[CH3:32])=[O:11])[C@H:13]([C:24]3[CH:29]=[CH:28][C:27]([F:30])=[CH:26][C:25]=3[CH3:31])[CH2:14]2)[CH2:23][CH2:22]1)=[O:46].